Dataset: Forward reaction prediction with 1.9M reactions from USPTO patents (1976-2016). Task: Predict the product of the given reaction. Given the reactants CC1(C)C(C)(C)OB([C:9]2[CH:14]=[CH:13][C:12]([OH:15])=[CH:11][CH:10]=2)O1.[F-].[Cs+].[C:19]([O:22][C@H:23]1[C@H:29]([O:30][C:31](=[O:33])[CH3:32])[C@@H:28]([O:34][C:35](=[O:37])[CH3:36])[C@:27]2([C:39]3[CH:44]=[CH:43][C:42]([Cl:45])=[C:41]([CH2:46]Br)[CH:40]=3)[O:38][C@@:24]1([CH2:48][O:49][C:50](=[O:52])[CH3:51])[CH2:25][O:26]2)(=[O:21])[CH3:20], predict the reaction product. The product is: [C:19]([O:22][C@H:23]1[C@H:29]([O:30][C:31](=[O:33])[CH3:32])[C@@H:28]([O:34][C:35](=[O:37])[CH3:36])[C@:27]2([C:39]3[CH:44]=[CH:43][C:42]([Cl:45])=[C:41]([CH2:46][C:9]4[CH:10]=[CH:11][C:12]([OH:15])=[CH:13][CH:14]=4)[CH:40]=3)[O:38][C@@:24]1([CH2:48][O:49][C:50](=[O:52])[CH3:51])[CH2:25][O:26]2)(=[O:21])[CH3:20].